Task: Predict the product of the given reaction.. Dataset: Forward reaction prediction with 1.9M reactions from USPTO patents (1976-2016) Given the reactants FC(F)(F)C(O)=O.[CH2:8]([O:15][C:16](=[O:18])[NH2:17])[C:9]1[CH:14]=[CH:13][CH:12]=[CH:11][CH:10]=1.C([BH3-])#N.[Na+].C([O-])([O-])=O.[Na+].[Na+], predict the reaction product. The product is: [CH2:8]([O:15][C:16](=[O:18])[NH2:17])[C:9]1[CH:14]=[CH:13][CH:12]=[CH:11][CH:10]=1.